Predict the reactants needed to synthesize the given product. From a dataset of Full USPTO retrosynthesis dataset with 1.9M reactions from patents (1976-2016). (1) Given the product [OH:9][CH2:8][C@@H:7]([N:10]([S:11]([C:14]1[CH:19]=[CH:18][C:17]([CH2:20][OH:21])=[CH:16][CH:15]=1)(=[O:13])=[O:12])[CH2:22][CH2:23][CH:24]([CH3:25])[CH3:26])[CH2:6][CH2:5][CH2:4][C@@H:3]([NH:2][C:50](=[O:51])[C@H:36]([CH:37]([C:38]1[CH:39]=[CH:40][CH:41]=[CH:42][CH:43]=1)[C:44]1[CH:45]=[CH:46][CH:47]=[CH:48][CH:49]=1)[NH:35][C:33]([O:32][CH3:31])=[O:34])[C:27]([F:30])([F:28])[F:29], predict the reactants needed to synthesize it. The reactants are: Cl.[NH2:2][C@@H:3]([C:27]([F:30])([F:29])[F:28])[CH2:4][CH2:5][CH2:6][C@H:7]([N:10]([CH2:22][CH2:23][CH:24]([CH3:26])[CH3:25])[S:11]([C:14]1[CH:19]=[CH:18][C:17]([CH2:20][OH:21])=[CH:16][CH:15]=1)(=[O:13])=[O:12])[CH2:8][OH:9].[CH3:31][O:32][C:33]([NH:35][C@H:36]([C:50](O)=[O:51])[CH:37]([C:44]1[CH:49]=[CH:48][CH:47]=[CH:46][CH:45]=1)[C:38]1[CH:43]=[CH:42][CH:41]=[CH:40][CH:39]=1)=[O:34].CCN(C(C)C)C(C)C.C1CN([P+](Br)(N2CCCC2)N2CCCC2)CC1.F[P-](F)(F)(F)(F)F. (2) Given the product [NH2:12][C:8]1[CH:7]=[CH:6][C:5]([C:20]([N:22]2[CH2:23][CH2:24][CH2:25][CH2:26]2)=[O:21])=[C:4]2[C:9]=1[C:10](=[O:11])[N:2]([CH3:1])[CH2:3]2, predict the reactants needed to synthesize it. The reactants are: [CH3:1][N:2]1[C:10](=[O:11])[C:9]2[C:4](=[C:5]([C:20]([N:22]3[CH2:26][CH2:25][CH2:24][CH2:23]3)=[O:21])[CH:6]=[CH:7][C:8]=2[NH:12]C(=O)OC(C)(C)C)[CH2:3]1.C(O)(C(F)(F)F)=O. (3) Given the product [OH:1][C@@H:2]([C@H:4]1[C:10](=[O:11])[N:9]2[C@@H:5]1[CH2:6][C:7]([C:15]1[CH:25]=[CH:24][C:18]3[N:19]([CH3:23])[C:20](=[O:22])[O:21][C:17]=3[CH:16]=1)=[C:8]2[C:12]([O:14][CH2:34][O:33][C:27](=[O:32])[C:28]([CH3:31])([CH3:30])[CH3:29])=[O:13])[CH3:3], predict the reactants needed to synthesize it. The reactants are: [OH:1][C@@H:2]([C@H:4]1[C:10](=[O:11])[N:9]2[C@@H:5]1[CH2:6][C:7]([C:15]1[CH:25]=[CH:24][C:18]3[N:19]([CH3:23])[C:20](=[O:22])[O:21][C:17]=3[CH:16]=1)=[C:8]2[C:12]([O-:14])=[O:13])[CH3:3].[Na+].[C:27]([O:33][CH2:34]I)(=[O:32])[C:28]([CH3:31])([CH3:30])[CH3:29].C(OCC)(=O)C. (4) Given the product [OH:12][CH2:13][CH2:14][N:15]1[C:16](=[O:17])[C:7]([N:5]2[CH:6]=[C:2]([CH3:1])[N:3]=[CH:4]2)=[CH:8][CH:9]=[C:10]1[C:11]([NH:19][C@@H:20]([CH3:23])[CH2:21][OH:22])=[O:18], predict the reactants needed to synthesize it. The reactants are: [CH3:1][C:2]1[N:3]=[CH:4][N:5]([C:7]2[C:16](=[O:17])[N:15]3[C:10]([C:11](=[O:18])[O:12][CH2:13][CH2:14]3)=[CH:9][CH:8]=2)[CH:6]=1.[NH2:19][C@@H:20]([CH3:23])[CH2:21][OH:22].